This data is from Reaction yield outcomes from USPTO patents with 853,638 reactions. The task is: Predict the reaction yield, written as a fraction of the theoretical maximum amount of product (1.0 means a 100% yield; for example, 0.34 means a 34% yield). (1) The reactants are Br[C:2]1[C:6]2[CH2:7][N:8]([C:11](=[O:13])[CH3:12])[CH2:9][CH2:10][C:5]=2[N:4]([C@H:14]2[CH2:18][CH2:17][O:16][CH2:15]2)[N:3]=1.C(O[Na])(C)(C)C.[C:25]([Si:29]([CH3:43])([CH3:42])[O:30][CH2:31][CH:32]1[CH2:41][C:40]2[C:35](=[CH:36][CH:37]=[CH:38][CH:39]=2)[NH:34][CH2:33]1)([CH3:28])([CH3:27])[CH3:26].COC(C)(C)C.C1(P(C2CCCCC2)C2C=CC=CC=2C2C(OC(C)C)=CC=CC=2OC(C)C)CCCCC1. The catalyst is O1CCOCC1. The product is [Si:29]([O:30][CH2:31][CH:32]1[CH2:41][C:40]2[C:35](=[CH:36][CH:37]=[CH:38][CH:39]=2)[N:34]([C:2]2[C:6]3[CH2:7][N:8]([C:11](=[O:13])[CH3:12])[CH2:9][CH2:10][C:5]=3[N:4]([C@H:14]3[CH2:18][CH2:17][O:16][CH2:15]3)[N:3]=2)[CH2:33]1)([C:25]([CH3:28])([CH3:27])[CH3:26])([CH3:43])[CH3:42]. The yield is 0.610. (2) The reactants are [Si:1]([O:8][CH:9]1[CH2:14][CH2:13][CH:12]([CH2:15][C@H:16]([NH:29]C(=O)OC(C)(C)C)[CH2:17][N:18]([CH3:28])[C:19]([O:21][CH2:22][CH2:23][Si:24]([CH3:27])([CH3:26])[CH3:25])=[O:20])[CH2:11][CH2:10]1)([C:4]([CH3:7])([CH3:6])[CH3:5])([CH3:3])[CH3:2].CCOCC.CC1C=CC(S(O)(=O)=O)=CC=1.CCOC(C)=O. The catalyst is CCO. The product is [NH2:29][C@@H:16]([CH2:15][CH:12]1[CH2:11][CH2:10][CH:9]([O:8][Si:1]([C:4]([CH3:7])([CH3:6])[CH3:5])([CH3:2])[CH3:3])[CH2:14][CH2:13]1)[CH2:17][N:18]([CH3:28])[C:19](=[O:20])[O:21][CH2:22][CH2:23][Si:24]([CH3:25])([CH3:26])[CH3:27]. The yield is 0.740. (3) The reactants are [Br:1][C:2]1[CH:3]=[C:4]2[C:9](=[CH:10][CH:11]=1)[N:8]=[CH:7][CH:6]=[C:5]2I.C([Sn](CCCC)(CCCC)[C:18]1[CH:23]=[CH:22][N:21]=[N:20][CH:19]=1)CCC.CCOC(C)=O. The catalyst is O1CCOCC1.[Pd].C1C=CC(P(C2C=CC=CC=2)[C-]2C=CC=C2)=CC=1.C1C=CC(P(C2C=CC=CC=2)[C-]2C=CC=C2)=CC=1.Cl[Pd]Cl.[Fe+2].C(Cl)Cl. The product is [Br:1][C:2]1[CH:3]=[C:4]2[C:9](=[CH:10][CH:11]=1)[N:8]=[CH:7][CH:6]=[C:5]2[C:18]1[CH:23]=[CH:22][N:21]=[N:20][CH:19]=1. The yield is 0.388. (4) The catalyst is C(O)C. The yield is 0.690. The reactants are [CH3:1][C:2]1[C:6](/[CH:7]=[CH:8]/[C:9]([O:11]CC)=[O:10])=[C:5]([N:14]2[C:18]3=[N:19][CH:20]=[CH:21][CH:22]=[C:17]3[CH:16]=[CH:15]2)[NH:4][N:3]=1.O1CCCC1.[OH-].[Na+].S([O-])(O)(=O)=O.[K+]. The product is [CH3:1][C:2]1[C:6](/[CH:7]=[CH:8]/[C:9]([OH:11])=[O:10])=[C:5]([N:14]2[C:18]3=[N:19][CH:20]=[CH:21][CH:22]=[C:17]3[CH:16]=[CH:15]2)[NH:4][N:3]=1. (5) The reactants are [NH2:1][C:2]1[CH:3]=[C:4]([C:10]2[CH:17]=[CH:16][C:13]([C:14]#[N:15])=[CH:12][CH:11]=2)[C:5](Cl)=[N:6][C:7]=1[CH3:8].C([O-])([O-])=O.[Na+].[Na+]. The catalyst is O1CCOCC1.O.C1C=CC(P(C2C=CC=CC=2)[C-]2C=CC=C2)=CC=1.C1C=CC(P(C2C=CC=CC=2)[C-]2C=CC=C2)=CC=1.Cl[Pd]Cl.[Fe+2]. The product is [NH2:1][C:2]1[CH:3]=[C:4]([C:10]2[CH:17]=[CH:16][C:13]([C:14]#[N:15])=[CH:12][CH:11]=2)[C:5]([C:13]2[CH:16]=[CH:17][C:10]([CH3:4])=[CH:11][CH:12]=2)=[N:6][C:7]=1[CH3:8]. The yield is 0.760. (6) The reactants are [CH3:1][O:2][C:3](=[O:28])[NH:4][CH:5]([C:9]([N:11]1[CH2:15][CH2:14][CH2:13][CH:12]1[C:16]1[NH:17][C:18]([C:21]2[CH:26]=[CH:25][C:24](Br)=[CH:23][CH:22]=2)=[CH:19][N:20]=1)=[O:10])[CH:6]([CH3:8])[CH3:7].[CH3:29][O:30][C:31](=[O:57])[NH:32][CH:33]([C:37]([N:39]1[CH2:43][CH2:42][CH2:41][CH:40]1[C:44]1[NH:45][C:46]([C:49]2[CH:54]=[CH:53][C:52]([C:55]#[CH:56])=[CH:51][CH:50]=2)=[CH:47][N:48]=1)=[O:38])[CH:34]([CH3:36])[CH3:35].C(N(CC)CC)C.N#N. The catalyst is CN(C=O)C.C1C=CC([P]([Pd]([P](C2C=CC=CC=2)(C2C=CC=CC=2)C2C=CC=CC=2)([P](C2C=CC=CC=2)(C2C=CC=CC=2)C2C=CC=CC=2)[P](C2C=CC=CC=2)(C2C=CC=CC=2)C2C=CC=CC=2)(C2C=CC=CC=2)C2C=CC=CC=2)=CC=1.[Cu]I. The product is [CH3:1][O:2][C:3](=[O:28])[NH:4][CH:5]([C:9]([N:11]1[CH2:15][CH2:14][CH2:13][CH:12]1[C:16]1[NH:17][C:18]([C:21]2[CH:26]=[CH:25][C:24]([C:56]#[C:55][C:52]3[CH:53]=[CH:54][C:49]([C:46]4[NH:45][C:44]([CH:40]5[CH2:41][CH2:42][CH2:43][N:39]5[C:37](=[O:38])[CH:33]([NH:32][C:31]([O:30][CH3:29])=[O:57])[CH:34]([CH3:36])[CH3:35])=[N:48][CH:47]=4)=[CH:50][CH:51]=3)=[CH:23][CH:22]=2)=[CH:19][N:20]=1)=[O:10])[CH:6]([CH3:8])[CH3:7]. The yield is 0.470.